From a dataset of Full USPTO retrosynthesis dataset with 1.9M reactions from patents (1976-2016). Predict the reactants needed to synthesize the given product. (1) The reactants are: Br[C:2]1[C:3]([Cl:20])=[C:4]([C:13]([S:16]([CH3:19])(=[O:18])=[O:17])=[CH:14][CH:15]=1)[O:5][CH2:6][CH2:7][CH:8]1[O:12][CH2:11][CH2:10][O:9]1.C1(P(C2C=CC=CC=2)C2C=CC=CC=2)C=CC=CC=1.C([O-])(=O)C.[Na+].[O:45]1[CH2:50]CC[O:47][CH2:46]1.[C]=O. Given the product [O:9]1[CH2:10][CH2:11][O:12][CH:8]1[CH2:7][CH2:6][O:5][C:4]1[C:3]([Cl:20])=[C:2]([CH:15]=[CH:14][C:13]=1[S:16]([CH3:19])(=[O:18])=[O:17])[C:46]([O:45][CH3:50])=[O:47], predict the reactants needed to synthesize it. (2) Given the product [CH3:14][N:15](/[CH:17]=[C:4]1/[C:3](=[O:11])[NH:2][CH2:1][C:10]2[C:5]/1=[CH:6][CH:7]=[CH:8][CH:9]=2)[CH3:16], predict the reactants needed to synthesize it. The reactants are: [CH2:1]1[C:10]2[C:5](=[CH:6][CH:7]=[CH:8][CH:9]=2)[CH2:4][C:3](=[O:11])[NH:2]1.CO[CH:14](OC)[N:15]([CH3:17])[CH3:16]. (3) Given the product [Br:1][C:2]1[CH:3]=[CH:4][C:5]2[N:6]([N:16]=[C:9]([C:10]3[CH:15]=[CH:14][CH:13]=[CH:12][CH:11]=3)[N:8]=2)[CH:7]=1, predict the reactants needed to synthesize it. The reactants are: [Br:1][C:2]1[CH:3]=[CH:4][C:5]([NH2:8])=[N:6][CH:7]=1.[C:9](#[N:16])[C:10]1[CH:15]=[CH:14][CH:13]=[CH:12][CH:11]=1.O.N1C2C(=CC=C3C=2N=CC=C3)C=CC=1. (4) Given the product [F:19][C:15]1[CH:14]=[C:13]([NH:12][C:11]2[C:7]3[CH2:6][C:5]4[C:20](=[CH:21][C:22]([O:23][CH3:24])=[C:3]([O:2][CH3:1])[CH:4]=4)[C:8]=3[N:9]([C:28](=[O:29])[CH2:27][C:26]([N:31]3[CH2:35][CH2:34][CH2:33][CH2:32]3)=[O:25])[N:10]=2)[CH:18]=[CH:17][CH:16]=1, predict the reactants needed to synthesize it. The reactants are: [CH3:1][O:2][C:3]1[CH:4]=[C:5]2[C:20](=[CH:21][C:22]=1[O:23][CH3:24])[C:8]1[NH:9][N:10]=[C:11]([NH:12][C:13]3[CH:18]=[CH:17][CH:16]=[C:15]([F:19])[CH:14]=3)[C:7]=1[CH2:6]2.[O:25]=[C:26]([N:31]1[CH2:35][CH2:34][CH2:33][CH2:32]1)[CH2:27][C:28](O)=[O:29].CN(C)CCCN=C=NCC.O.OC1C2N=NNC=2C=CC=1.CCN(C(C)C)C(C)C. (5) Given the product [F:1][C:2]1[CH:3]=[C:4]([NH:5][C:15]([NH2:17])=[S:16])[CH:6]=[CH:7][C:8]=1[N:9]1[CH:13]=[N:12][C:11]([CH3:14])=[N:10]1, predict the reactants needed to synthesize it. The reactants are: [F:1][C:2]1[CH:3]=[C:4]([CH:6]=[CH:7][C:8]=1[N:9]1[CH:13]=[N:12][C:11]([CH3:14])=[N:10]1)[NH2:5].[C:15](N1C=CC=CC1=O)([N:17]1C=CC=CC1=O)=[S:16].N. (6) Given the product [NH2:1][C:2]1[CH:3]=[C:4]([CH:8]=[C:9]([C:12]2[CH2:17][CH2:16][CH2:15][CH2:14][CH:13]=2)[CH:10]=1)[C:5]([OH:7])=[O:6], predict the reactants needed to synthesize it. The reactants are: [NH2:1][C:2]1[CH:3]=[C:4]([CH:8]=[C:9](Br)[CH:10]=1)[C:5]([OH:7])=[O:6].[C:12]1(B(O)O)[CH2:17][CH2:16][CH2:15][CH2:14][CH:13]=1.C(=O)([O-])[O-].[K+].[K+].O.